The task is: Predict the product of the given reaction.. This data is from Forward reaction prediction with 1.9M reactions from USPTO patents (1976-2016). (1) Given the reactants Br[C:2]1[CH:7]=[CH:6][C:5]([Br:8])=[CH:4][N:3]=1.[NH:9]1[CH2:14][CH2:13][CH:12]([CH:15](O)[CH3:16])[CH2:11][CH2:10]1.C(=O)([O-])[O-:19].[K+].[K+], predict the reaction product. The product is: [Br:8][C:5]1[CH:6]=[CH:7][C:2]([N:9]2[CH2:14][CH2:13][CH:12]([CH2:15][CH2:16][OH:19])[CH2:11][CH2:10]2)=[N:3][CH:4]=1. (2) Given the reactants CC1(C)[O:6][C@@H:5]([CH2:7][CH2:8][NH:9][C:10]([CH:12]2[CH:16]([C:17]3[CH:22]=[CH:21][CH:20]=[C:19]([Cl:23])[C:18]=3[F:24])[C:15]([C:27]3[CH:32]=[CH:31][C:30]([Cl:33])=[CH:29][C:28]=3[F:34])([C:25]#[N:26])[CH:14]([CH2:35][C:36]([C:39]3[CH2:40][CH2:41][O:42][CH2:43][CH:44]=3)([CH3:38])[CH3:37])[NH:13]2)=[O:11])[CH2:4][O:3]1.Cl, predict the reaction product. The product is: [OH:6][C@H:5]([CH2:4][OH:3])[CH2:7][CH2:8][NH:9][C:10]([CH:12]1[CH:16]([C:17]2[CH:22]=[CH:21][CH:20]=[C:19]([Cl:23])[C:18]=2[F:24])[C:15]([C:27]2[CH:32]=[CH:31][C:30]([Cl:33])=[CH:29][C:28]=2[F:34])([C:25]#[N:26])[CH:14]([CH2:35][C:36]([C:39]2[CH2:40][CH2:41][O:42][CH2:43][CH:44]=2)([CH3:38])[CH3:37])[NH:13]1)=[O:11]. (3) Given the reactants [Cl:1][C:2]1[CH:3]=[C:4]([CH:8]=[CH:9][C:10]=1[C:11](=[O:26])[NH:12][C:13]1[CH:18]=[CH:17][C:16]([Cl:19])=[C:15]([C:20]2[CH:25]=[CH:24][CH:23]=[CH:22][N:21]=2)[CH:14]=1)[C:5]([OH:7])=O.[N:27]1[CH:32]=[CH:31][CH:30]=[CH:29][C:28]=1[NH2:33], predict the reaction product. The product is: [Cl:1][C:2]1[CH:3]=[C:4]([C:5]([NH:33][C:28]2[CH:29]=[CH:30][CH:31]=[CH:32][N:27]=2)=[O:7])[CH:8]=[CH:9][C:10]=1[C:11]([NH:12][C:13]1[CH:18]=[CH:17][C:16]([Cl:19])=[C:15]([C:20]2[CH:25]=[CH:24][CH:23]=[CH:22][N:21]=2)[CH:14]=1)=[O:26]. (4) The product is: [Cl:19][C:17]1[CH:16]=[CH:15][C:14]2[N:9]([C:7](=[O:8])/[CH:6]=[CH:5]/[C:4]([OH:26])=[O:3])[CH2:10][CH:11]([C:20]3[CH:21]=[CH:22][CH:23]=[CH:24][CH:25]=3)[O:12][C:13]=2[CH:18]=1. Given the reactants C([O:3][C:4](=[O:26])/[CH:5]=[CH:6]/[C:7]([N:9]1[C:14]2[CH:15]=[CH:16][C:17]([Cl:19])=[CH:18][C:13]=2[O:12][CH:11]([C:20]2[CH:25]=[CH:24][CH:23]=[CH:22][CH:21]=2)[CH2:10]1)=[O:8])C.[OH-].[Na+].Cl, predict the reaction product.